Task: Predict the product of the given reaction.. Dataset: Forward reaction prediction with 1.9M reactions from USPTO patents (1976-2016) Given the reactants [Cl:1][C:2]1[CH:3]=[C:4]([NH:8][C:9]2[CH:14]=[CH:13][N:12]3[N:15]=[CH:16][C:17]([CH:18]=O)=[C:11]3[N:10]=2)[CH:5]=[CH:6][CH:7]=1.[S:20]1[CH2:26][C:24](=[O:25])[NH:23][C:21]1=[S:22].N1CCCCC1, predict the reaction product. The product is: [Cl:1][C:2]1[CH:3]=[C:4]([NH:8][C:9]2[CH:14]=[CH:13][N:12]3[N:15]=[CH:16][C:17]([CH:18]=[C:26]4[S:20][C:21](=[S:22])[NH:23][C:24]4=[O:25])=[C:11]3[N:10]=2)[CH:5]=[CH:6][CH:7]=1.